This data is from Forward reaction prediction with 1.9M reactions from USPTO patents (1976-2016). The task is: Predict the product of the given reaction. Given the reactants CO[C:3]([C:5]1[C:6]([OH:37])=[C:7]2[C:12](=[C:13]([C:15]3[CH:16]=[N:17][CH:18]=[C:19]([O:21][CH3:22])[CH:20]=3)[N:14]=1)[N:11]([CH2:23][C:24]1[CH:29]=[CH:28][CH:27]=[CH:26][CH:25]=1)[C:10](=[O:30])[C:9]([C:31]1[CH:36]=[CH:35][CH:34]=[CH:33][CH:32]=1)=[CH:8]2)=[O:4].[NH2:38][CH2:39][CH2:40][C:41]([OH:43])=[O:42].C[O-].[Na+], predict the reaction product. The product is: [CH2:23]([N:11]1[C:12]2[C:7](=[C:6]([OH:37])[C:5]([C:3]([NH:38][CH2:39][CH2:40][C:41]([OH:43])=[O:42])=[O:4])=[N:14][C:13]=2[C:15]2[CH:16]=[N:17][CH:18]=[C:19]([O:21][CH3:22])[CH:20]=2)[CH:8]=[C:9]([C:31]2[CH:36]=[CH:35][CH:34]=[CH:33][CH:32]=2)[C:10]1=[O:30])[C:24]1[CH:29]=[CH:28][CH:27]=[CH:26][CH:25]=1.